This data is from Catalyst prediction with 721,799 reactions and 888 catalyst types from USPTO. The task is: Predict which catalyst facilitates the given reaction. (1) Reactant: [C:1]1(=[O:7])[NH:5][C:4](=[O:6])[CH:3]=[CH:2]1.[C:8]1(=[O:14])[O:13][C:11](=[O:12])[CH:10]=[CH:9]1.CC(=C)C.N(C(C)(C)C#N)=NC(C)(C)C#N. Product: [C:4]1(=[O:6])[NH:5][C:1](=[O:7])[CH:2]=[CH:3]1.[C:8]([OH:13])(=[O:14])/[CH:9]=[CH:10]\[C:11]([OH:6])=[O:12]. The catalyst class is: 11. (2) Reactant: C([O:3][C:4](=[O:29])[CH2:5][O:6][C:7]1[CH:15]=[CH:14][CH:13]=[C:12]2[C:8]=1[C:9]([CH:24]([C:26](=[O:28])[NH2:27])[OH:25])=[C:10]([CH3:23])[N:11]2[CH2:16][C:17]1[CH:22]=[CH:21][CH:20]=[CH:19][CH:18]=1)C.[Li+].[OH-]. Product: [CH2:16]([N:11]1[C:12]2[C:8](=[C:7]([O:6][CH2:5][C:4]([OH:29])=[O:3])[CH:15]=[CH:14][CH:13]=2)[C:9]([CH:24]([C:26](=[O:28])[NH2:27])[OH:25])=[C:10]1[CH3:23])[C:17]1[CH:22]=[CH:21][CH:20]=[CH:19][CH:18]=1. The catalyst class is: 636. (3) Reactant: C(O[C:6](=[O:23])[CH2:7][C:8](=O)[C:9]1[CH:14]=[CH:13][CH:12]=[C:11]([C:15]([O:20]C)(OC)[CH2:16][Br:17])[CH:10]=1)(C)(C)C.C(OC(=O)[NH:30][C:31]1[CH:36]=[C:35]([N:37]([CH3:39])[CH3:38])[C:34]([Cl:40])=[CH:33][C:32]=1[NH2:41])(C)(C)C. Product: [Br:17][CH2:16][C:15]([C:11]1[CH:10]=[C:9]([C:8]2[CH2:7][C:6](=[O:23])[NH:41][C:32]3[CH:33]=[C:34]([Cl:40])[C:35]([N:37]([CH3:38])[CH3:39])=[CH:36][C:31]=3[N:30]=2)[CH:14]=[CH:13][CH:12]=1)=[O:20]. The catalyst class is: 11. (4) Reactant: [ClH:1].[N:2]1([C:9]2[C:18]3[C:13](=[CH:14][C:15]([O:19]CC4C=CC=CC=4)=[CH:16][CH:17]=3)[N:12]=[C:11]([CH3:27])[CH:10]=2)[CH2:8][CH2:7][CH2:6][CH2:5][CH2:4][CH2:3]1. Product: [ClH:1].[N:2]1([C:9]2[C:18]3[C:13](=[CH:14][C:15]([OH:19])=[CH:16][CH:17]=3)[N:12]=[C:11]([CH3:27])[CH:10]=2)[CH2:8][CH2:7][CH2:6][CH2:5][CH2:4][CH2:3]1. The catalyst class is: 19. (5) The catalyst class is: 100. Reactant: [NH:1]1[C:5]2[CH:6]=[CH:7][C:8]([NH2:10])=[CH:9][C:4]=2[N:3]=[CH:2]1.[CH3:11][N:12]1[CH2:17][CH2:16][N:15]([C:18]2[CH:25]=[CH:24][C:21]([CH:22]=O)=[CH:20][CH:19]=2)[CH2:14][CH2:13]1.[C:26](OC(C)(C)C)(=[O:31])[CH2:27][C:28]([O-])=[O:29].C(=O)(OC)OC(C)(C)C[N+]#[C-].CC(C)([O-])C.[Na+]. Product: [NH:1]1[C:5]2[CH:6]=[CH:7][C:8]([N:10]3[CH:22]([C:21]4[CH:24]=[CH:25][C:18]([N:15]5[CH2:16][CH2:17][N:12]([CH3:11])[CH2:13][CH2:14]5)=[CH:19][CH:20]=4)[C:28](=[O:29])[CH2:27][C:26]3=[O:31])=[CH:9][C:4]=2[N:3]=[CH:2]1. (6) Reactant: [C:1]([C:3]1[CH:11]=[CH:10][C:6](C(O)=O)=[CH:5][N:4]=1)#[N:2].CCN(CC)CC.Cl[C:20](OCC)=[O:21].[BH4-].[Na+]. Product: [OH:21][CH2:20][C:5]1[N:4]=[C:3]([C:1]#[N:2])[CH:11]=[CH:10][CH:6]=1. The catalyst class is: 1. (7) Reactant: C([O-])(=O)C.[O:5]=[C:6]1[C@H:9]([NH3+:10])[CH2:8][NH:7]1.CCN(CC)CC.[CH3:18][C:19]1([C:25](Cl)=[O:26])[CH2:24][CH2:23][CH2:22][CH2:21][CH2:20]1. Product: [CH3:18][C:19]1([C:25]([NH:10][C@@H:9]2[CH2:8][NH:7][C:6]2=[O:5])=[O:26])[CH2:24][CH2:23][CH2:22][CH2:21][CH2:20]1. The catalyst class is: 2. (8) Reactant: Cl[CH2:2][C:3]1[CH:10]=[C:7]([CH:8]=[O:9])[C:6]([OH:11])=[CH:5][CH:4]=1.[CH2:12]([NH:14][CH2:15][CH3:16])[CH3:13]. Product: [CH2:12]([N:14]([CH2:2][C:3]1[CH:10]=[C:7]([CH:8]=[O:9])[C:6]([OH:11])=[CH:5][CH:4]=1)[CH2:15][CH3:16])[CH3:13]. The catalyst class is: 10. (9) Reactant: [Cl:1][C:2]1[CH:3]=[C:4]([C:8]2[N:9]([CH2:20][C:21]([NH:23][CH:24]([CH3:26])[CH3:25])=[O:22])[C:10](=[O:19])[C:11]3[C:16]([CH:17]=2)=[CH:15][CH:14]=[C:13]([OH:18])[CH:12]=3)[CH:5]=[CH:6][CH:7]=1.C([O-])([O-])=O.[K+].[K+].Br[CH2:34][C@@H:35]([CH3:38])[CH2:36][OH:37].O. Product: [Cl:1][C:2]1[CH:3]=[C:4]([C:8]2[N:9]([CH2:20][C:21]([NH:23][CH:24]([CH3:26])[CH3:25])=[O:22])[C:10](=[O:19])[C:11]3[C:16]([CH:17]=2)=[CH:15][CH:14]=[C:13]([O:18][CH2:34][C@@H:35]([CH3:38])[CH2:36][OH:37])[CH:12]=3)[CH:5]=[CH:6][CH:7]=1. The catalyst class is: 10.